This data is from Catalyst prediction with 721,799 reactions and 888 catalyst types from USPTO. The task is: Predict which catalyst facilitates the given reaction. (1) Reactant: [C:1]([O:5][C:6](=[O:20])[NH:7][C@@H:8]1[C:14](=[O:15])[NH:13][C:12]2[CH:16]=[CH:17][CH:18]=[CH:19][C:11]=2[NH:10][CH2:9]1)([CH3:4])([CH3:3])[CH3:2].O([CH2:29][C:30]([F:33])([F:32])[F:31])S(C(F)(F)F)(=O)=O.ClCCl. Product: [C:1]([O:5][C:6](=[O:20])[NH:7][C@@H:8]1[C:14](=[O:15])[N:13]([CH2:29][C:30]([F:33])([F:32])[F:31])[C:12]2[CH:16]=[CH:17][CH:18]=[CH:19][C:11]=2[NH:10][CH2:9]1)([CH3:4])([CH3:2])[CH3:3]. The catalyst class is: 5. (2) Reactant: C[O:2][C:3]1[CH:8]=[CH:7][C:6]([C:9](=[O:15])[CH2:10][C:11]([O:13][CH3:14])=[O:12])=[CH:5][CH:4]=1.B(Br)(Br)Br. Product: [OH:2][C:3]1[CH:4]=[CH:5][C:6]([C:9](=[O:15])[CH2:10][C:11]([O:13][CH3:14])=[O:12])=[CH:7][CH:8]=1. The catalyst class is: 4.